Dataset: Catalyst prediction with 721,799 reactions and 888 catalyst types from USPTO. Task: Predict which catalyst facilitates the given reaction. (1) Reactant: [CH:1]([C:3]1[CH:15]=[CH:14][C:6]([C:7]([O:9][C:10]([CH3:13])([CH3:12])[CH3:11])=[O:8])=[CH:5][C:4]=1[OH:16])=O.C(=O)([O-])[O-].[K+].[K+].Br[CH2:24][C:25]([O:27][CH2:28][CH3:29])=[O:26]. Product: [O:16]1[C:4]2[CH:5]=[C:6]([C:7]([O:9][C:10]([CH3:13])([CH3:12])[CH3:11])=[O:8])[CH:14]=[CH:15][C:3]=2[CH:1]=[C:24]1[C:25]([O:27][CH2:28][CH3:29])=[O:26]. The catalyst class is: 3. (2) Reactant: [OH:1][CH:2]1[CH2:5][N:4]([C:6]([C:8]2[CH:13]=[CH:12][C:11]([S:14]([N:17]3[C:25]4[C:20](=[CH:21][CH:22]=[CH:23][CH:24]=4)[C:19]([C:26]4[CH:31]=[CH:30][CH:29]=[CH:28][CH:27]=4)=[CH:18]3)(=[O:16])=[O:15])=[CH:10][CH:9]=2)=[O:7])[CH2:3]1.C(N(CC)CC)C.[CH3:39][N:40]([CH3:44])[C:41](Cl)=[O:42]. Product: [C:26]1([C:19]2[C:20]3[C:25](=[CH:24][CH:23]=[CH:22][CH:21]=3)[N:17]([S:14]([C:11]3[CH:10]=[CH:9][C:8]([C:6]([N:4]4[CH2:5][CH:2]([O:1][C:41](=[O:42])[N:40]([CH3:44])[CH3:39])[CH2:3]4)=[O:7])=[CH:13][CH:12]=3)(=[O:16])=[O:15])[CH:18]=2)[CH:31]=[CH:30][CH:29]=[CH:28][CH:27]=1. The catalyst class is: 119. (3) Reactant: C([O:8][CH:9]1[CH2:13][N:12]([C:14](=[O:35])[CH2:15][C:16]2[CH:21]=[CH:20][C:19]([NH:22][C:23]([NH:25][C:26]3[CH:31]=[CH:30][CH:29]=[CH:28][C:27]=3[CH3:32])=[O:24])=[C:18]([O:33][CH3:34])[CH:17]=2)[CH:11]([CH2:36][O:37][C:38]2[CH:46]=[CH:45][C:41]([C:42]([O-:44])=[O:43])=[CH:40][C:39]=2[O:47][CH3:48])[CH2:10]1)C1C=CC=CC=1.[CH3:49][C:50](O)=O.CCO. Product: [OH:8][CH:9]1[CH2:13][N:12]([C:14](=[O:35])[CH2:15][C:16]2[CH:21]=[CH:20][C:19]([NH:22][C:23]([NH:25][C:26]3[CH:31]=[CH:30][CH:29]=[CH:28][C:27]=3[CH3:32])=[O:24])=[C:18]([O:33][CH3:34])[CH:17]=2)[CH:11]([CH2:36][O:37][C:38]2[CH:46]=[CH:45][C:41]([C:42]([O:44][CH2:49][CH3:50])=[O:43])=[CH:40][C:39]=2[O:47][CH3:48])[CH2:10]1. The catalyst class is: 45.